This data is from CYP1A2 inhibition data for predicting drug metabolism from PubChem BioAssay. The task is: Regression/Classification. Given a drug SMILES string, predict its absorption, distribution, metabolism, or excretion properties. Task type varies by dataset: regression for continuous measurements (e.g., permeability, clearance, half-life) or binary classification for categorical outcomes (e.g., BBB penetration, CYP inhibition). Dataset: cyp1a2_veith. The drug is CCC/C=C(\CCC)C(NS(=O)(=O)c1ccc(C(F)(F)F)cc1)c1ccc(C(=O)OC)cc1. The result is 0 (non-inhibitor).